This data is from Forward reaction prediction with 1.9M reactions from USPTO patents (1976-2016). The task is: Predict the product of the given reaction. (1) Given the reactants [F:1][C:2]1[C:3]([O:32]C)=[C:4]2[C:9](=[CH:10][C:11]=1[CH3:12])[CH:8]([NH:13][C:14]1[CH:23]=[CH:22][CH:21]=[C:20]3[C:15]=1[CH:16]=[CH:17][NH:18][C:19]3=[O:24])[C:7]([OH:29])([C:25]([F:28])([F:27])[F:26])[CH2:6][C:5]2([CH3:31])[CH3:30].B(Br)(Br)Br.C(=O)(O)[O-].[Na+], predict the reaction product. The product is: [F:1][C:2]1[C:3]([OH:32])=[C:4]2[C:9](=[CH:10][C:11]=1[CH3:12])[CH:8]([NH:13][C:14]1[CH:23]=[CH:22][CH:21]=[C:20]3[C:15]=1[CH:16]=[CH:17][NH:18][C:19]3=[O:24])[C:7]([OH:29])([C:25]([F:28])([F:26])[F:27])[CH2:6][C:5]2([CH3:30])[CH3:31]. (2) Given the reactants [NH2:1][C@H:2]([CH2:24][CH3:25])[C:3]([NH:5][C:6]1[CH:7]=[N:8][C:9]([O:12][C:13]2[C:18]3[C:19]([CH2:22][CH3:23])=[N:20][O:21][C:17]=3[CH:16]=[CH:15][CH:14]=2)=[CH:10][CH:11]=1)=[O:4].Cl[C:27](Cl)([O:29]C(=O)OC(Cl)(Cl)Cl)Cl, predict the reaction product. The product is: [CH2:24]([C@H:2]1[NH:1][C:27](=[O:29])[N:5]([C:6]2[CH:7]=[N:8][C:9]([O:12][C:13]3[C:18]4[C:19]([CH2:22][CH3:23])=[N:20][O:21][C:17]=4[CH:16]=[CH:15][CH:14]=3)=[CH:10][CH:11]=2)[C:3]1=[O:4])[CH3:25]. (3) Given the reactants C[N+]1([O-])CCOCC1.[Cl:9][C:10]1[CH:20]=[CH:19][C:13]([CH2:14][NH:15][C:16](=[O:18])[CH3:17])=[CH:12][C:11]=1[CH2:21][OH:22], predict the reaction product. The product is: [Cl:9][C:10]1[CH:20]=[CH:19][C:13]([CH2:14][NH:15][C:16](=[O:18])[CH3:17])=[CH:12][C:11]=1[CH:21]=[O:22]. (4) Given the reactants [O:1]=[C:2]([C:15]1[CH:20]=[CH:19][CH:18]=[CH:17][CH:16]=1)[C@@H:3]([NH:7][C:8](=[O:14])[O:9][C:10]([CH3:13])([CH3:12])[CH3:11])[CH2:4][CH2:5]C.[CH3:21][O:22]N(C)C(=O)[C@@H](NC(=O)OC(C)(C)C)CC, predict the reaction product. The product is: [CH3:21][O:22][C:19]1[CH:20]=[C:15]([C:2](=[O:1])[C@@H:3]([NH:7][C:8](=[O:14])[O:9][C:10]([CH3:11])([CH3:12])[CH3:13])[CH2:4][CH3:5])[CH:16]=[CH:17][CH:18]=1. (5) Given the reactants [CH2:1]([O:3][C:4]1[CH:5]=[C:6]([C:13]2[O:17][N:16]=[C:15]3[C:18]4[C:23]([CH2:24][CH2:25][C:14]=23)=[CH:22][C:21]([CH:26]2[CH2:28][O:27]2)=[CH:20][CH:19]=4)[CH:7]=[CH:8][C:9]=1[O:10][CH2:11][CH3:12])[CH3:2].[NH:29]1[CH2:34][CH2:33][CH2:32][C@H:31]([C:35]([O:37][CH2:38][CH3:39])=[O:36])[CH2:30]1, predict the reaction product. The product is: [CH2:1]([O:3][C:4]1[CH:5]=[C:6]([C:13]2[O:17][N:16]=[C:15]3[C:18]4[C:23]([CH2:24][CH2:25][C:14]=23)=[CH:22][C:21]([CH:26]([OH:27])[CH2:28][N:29]2[CH2:34][CH2:33][CH2:32][C@H:31]([C:35]([O:37][CH2:38][CH3:39])=[O:36])[CH2:30]2)=[CH:20][CH:19]=4)[CH:7]=[CH:8][C:9]=1[O:10][CH2:11][CH3:12])[CH3:2]. (6) Given the reactants Br[C:2]1[CH:3]=[CH:4][C:5]([N+:8]([O-:10])=[O:9])=[N:6][CH:7]=1.[C:11]([O:15][C:16]([N:18]1[CH2:23][CH2:22][NH:21][CH2:20][CH2:19]1)=[O:17])([CH3:14])([CH3:13])[CH3:12].CCN(C(C)C)C(C)C, predict the reaction product. The product is: [C:11]([O:15][C:16]([N:18]1[CH2:23][CH2:22][N:21]([C:2]2[CH:7]=[N:6][C:5]([N+:8]([O-:10])=[O:9])=[CH:4][CH:3]=2)[CH2:20][CH2:19]1)=[O:17])([CH3:14])([CH3:12])[CH3:13]. (7) Given the reactants C[N:2]1[C:6]([CH3:7])=[N:5][C:4]([C:8]2[CH:13]=[CH:12][N:11]3[CH:14]=[C:15]([NH:17][C:18]([NH:20][CH2:21][CH3:22])=[O:19])[N:16]=[C:10]3[CH:9]=2)=[N:3]1.N1C=C(B(O)O)C=NC=1.C(=O)([O-])[O-].[Na+].[Na+].ClCCl, predict the reaction product. The product is: [CH2:21]([NH:20][C:18]([NH:17][C:15]1[N:16]=[C:10]2[CH:9]=[C:8]([C:4]3[NH:3][N:2]=[C:6]([CH3:7])[N:5]=3)[CH:13]=[CH:12][N:11]2[CH:14]=1)=[O:19])[CH3:22]. (8) Given the reactants [CH3:1][C:2]1[N:11]=[C:10]2[C:5]([CH:6]=[C:7]([C:16]([O:18]CC)=[O:17])[C:8]([C:12]([F:15])([F:14])[F:13])=[N:9]2)=[CH:4][CH:3]=1.O.O.[OH-].[Li+].Cl, predict the reaction product. The product is: [CH3:1][C:2]1[N:11]=[C:10]2[C:5]([CH:6]=[C:7]([C:16]([OH:18])=[O:17])[C:8]([C:12]([F:15])([F:13])[F:14])=[N:9]2)=[CH:4][CH:3]=1. (9) The product is: [CH3:29][C:2]1([CH3:1])[O:7][CH2:6][CH2:5][N:4]([C:8]([N:10]2[CH2:15][CH:14]([C:16]3[CH:17]=[CH:18][C:19]([C:22]([F:23])([F:24])[F:25])=[CH:20][CH:21]=3)[CH2:13][CH:12]([C:26]3[O:27][N:36]=[C:32]([CH:33]([CH3:35])[CH3:34])[N:31]=3)[CH2:11]2)=[O:9])[CH2:3]1. Given the reactants [CH3:1][C:2]1([CH3:29])[O:7][CH2:6][CH2:5][N:4]([C:8]([N:10]2[CH2:15][CH:14]([C:16]3[CH:21]=[CH:20][C:19]([C:22]([F:25])([F:24])[F:23])=[CH:18][CH:17]=3)[CH2:13][CH:12]([C:26](O)=[O:27])[CH2:11]2)=[O:9])[CH2:3]1.O[N:31]=[C:32]([NH2:36])[CH:33]([CH3:35])[CH3:34], predict the reaction product.